The task is: Predict the reactants needed to synthesize the given product.. This data is from Full USPTO retrosynthesis dataset with 1.9M reactions from patents (1976-2016). (1) Given the product [F:22][C:21]1[CH:20]=[C:19]2[C:15]([CH:16]=[N:17][N:18]2[CH3:23])=[CH:14][C:13]=1[C@@H:11]([C:8]1[N:6]2[N:7]=[C:2]([N:29]3[CH2:30][CH2:31][NH:26][C:27](=[O:32])[CH2:28]3)[CH:3]=[CH:4][C:5]2=[N:10][CH:9]=1)[CH3:12], predict the reactants needed to synthesize it. The reactants are: Cl[C:2]1[CH:3]=[CH:4][C:5]2[N:6]([C:8]([C@H:11]([C:13]3[CH:14]=[C:15]4[C:19](=[CH:20][C:21]=3[F:22])[N:18]([CH3:23])[N:17]=[CH:16]4)[CH3:12])=[CH:9][N:10]=2)[N:7]=1.[F-].[K+].[NH:26]1[CH2:31][CH2:30][NH:29][CH2:28][C:27]1=[O:32]. (2) Given the product [CH2:1]([N:4]([CH2:5][CH:6]=[CH2:7])[C:16](=[O:17])[O:18][CH2:19][C:20]1[CH:25]=[CH:24][CH:23]=[CH:22][CH:21]=1)[CH:2]=[CH2:3], predict the reactants needed to synthesize it. The reactants are: [CH2:1]([NH:4][CH2:5][CH:6]=[CH2:7])[CH:2]=[CH2:3].CCN(CC)CC.Cl[C:16]([O:18][CH2:19][C:20]1[CH:25]=[CH:24][CH:23]=[CH:22][CH:21]=1)=[O:17]. (3) Given the product [CH3:38][N:37]1[C:36]2[CH:39]=[CH:40][CH:41]=[CH:42][C:35]=2[N:34]=[C:33]1[CH:31]1[CH2:32][N:29]([C:24]2[CH:23]=[C:22]([C:5]3[CH:4]=[CH:3][C:2]([CH3:1])=[CH:7][N:6]=3)[N:27]=[C:26]([CH3:28])[N:25]=2)[CH2:30]1, predict the reactants needed to synthesize it. The reactants are: [CH3:1][C:2]1[CH:3]=[CH:4][C:5]([Sn](CCCC)(CCCC)CCCC)=[N:6][CH:7]=1.Cl[C:22]1[N:27]=[C:26]([CH3:28])[N:25]=[C:24]([N:29]2[CH2:32][CH:31]([C:33]3[N:37]([CH3:38])[C:36]4[CH:39]=[CH:40][CH:41]=[CH:42][C:35]=4[N:34]=3)[CH2:30]2)[CH:23]=1. (4) Given the product [Cl:1][C:2]1[CH:7]=[C:6]([Cl:8])[CH:5]=[CH:4][C:3]=1[C:9]1[N:10]=[C:11]([CH:14]=[C:15]2[C:27]3[CH:26]=[CH:25][CH:24]=[CH:23][C:22]=3[C:21]3[C:16]2=[CH:17][CH:18]=[CH:19][CH:20]=3)[N:12]([CH2:29][C:30]([OH:32])=[O:31])[CH:13]=1, predict the reactants needed to synthesize it. The reactants are: [Cl:1][C:2]1[CH:7]=[C:6]([Cl:8])[CH:5]=[CH:4][C:3]=1[C:9]1[N:10]=[C:11]([CH:14]=[C:15]2[C:27]3[CH:26]=[CH:25][CH:24]=[CH:23][C:22]=3[C:21]3[C:16]2=[CH:17][CH:18]=[CH:19][CH:20]=3)[NH:12][CH:13]=1.Br[CH2:29][C:30]([O:32]C)=[O:31]. (5) The reactants are: Cl[C:2]1[C:3]([NH2:9])=[N:4][CH:5]=[N:6][C:7]=1Cl.[NH2:10][C:11]1[CH:12]=[C:13]([OH:17])[CH:14]=[CH:15][CH:16]=1.CC1(C)C(C)(C)OB([C:26]2[CH:27]=[N:28][N:29]([CH2:31][C:32]3[CH:33]=[C:34]([CH:37]=[CH:38][CH:39]=3)[C:35]#[N:36])[CH:30]=2)O1.[C:41](Cl)(=[O:44])[CH:42]=[CH2:43]. Given the product [NH2:9][C:3]1[N:4]=[CH:5][N:6]=[C:7]([O:17][C:13]2[CH:12]=[C:11]([NH:10][C:41](=[O:44])[CH:42]=[CH2:43])[CH:16]=[CH:15][CH:14]=2)[C:2]=1[C:26]1[CH:27]=[N:28][N:29]([CH2:31][C:32]2[CH:39]=[CH:38][CH:37]=[C:34]([C:35]#[N:36])[CH:33]=2)[CH:30]=1, predict the reactants needed to synthesize it. (6) Given the product [F:1][C:2]1[CH:21]=[CH:20][C:5]2[C:6]([C:9]3[CH:10]=[CH:11][C:12]([O:15][CH2:16][C@@H:17]([OH:18])[CH2:19][N:22]4[CH2:27][CH2:26][CH2:25][CH2:24][CH2:23]4)=[CH:13][CH:14]=3)=[N:7][O:8][C:4]=2[CH:3]=1, predict the reactants needed to synthesize it. The reactants are: [F:1][C:2]1[CH:21]=[CH:20][C:5]2[C:6]([C:9]3[CH:14]=[CH:13][C:12]([O:15][CH2:16][C@@H:17]4[CH2:19][O:18]4)=[CH:11][CH:10]=3)=[N:7][O:8][C:4]=2[CH:3]=1.[NH:22]1[CH2:27][CH2:26][CH2:25][CH2:24][CH2:23]1. (7) Given the product [CH3:8][N:6]([CH3:7])[C:3]([CH3:5])([CH3:4])[CH:2]([NH:1][C:25](=[O:26])[C:24]1[C:28]([CH3:32])=[CH:29][CH:30]=[CH:31][C:23]=1[CH3:22])[C:9]1[CH:10]=[CH:11][CH:12]=[CH:13][CH:14]=1, predict the reactants needed to synthesize it. The reactants are: [NH2:1][CH:2]([C:9]1[CH:14]=[CH:13][CH:12]=[CH:11][CH:10]=1)[C:3]([N:6]([CH3:8])[CH3:7])([CH3:5])[CH3:4].C(N(CC)CC)C.[CH3:22][C:23]1[CH:31]=[CH:30][CH:29]=[C:28]([CH3:32])[C:24]=1[C:25](Cl)=[O:26].C(=O)([O-])O.[Na+]. (8) Given the product [C:1]([O:4][C:5]1[CH:10]=[CH:9][CH:8]=[C:7]([C:11]2[N:20]=[C:19]([Cl:24])[C:18]3[C:13](=[CH:14][CH:15]=[CH:16][CH:17]=3)[N:12]=2)[CH:6]=1)(=[O:3])[CH3:2], predict the reactants needed to synthesize it. The reactants are: [C:1]([O:4][C:5]1[CH:10]=[CH:9][CH:8]=[C:7]([C:11]2[NH:20][C:19](=O)[C:18]3[C:13](=[CH:14][CH:15]=[CH:16][CH:17]=3)[N:12]=2)[CH:6]=1)(=[O:3])[CH3:2].S(Cl)([Cl:24])=O.